From a dataset of Full USPTO retrosynthesis dataset with 1.9M reactions from patents (1976-2016). Predict the reactants needed to synthesize the given product. (1) The reactants are: [F:1][C:2]1[CH:7]=[CH:6][C:5]([C:8]2[N:13]=[CH:12][C:11]([NH:14][C:15]([NH:17][CH2:18][CH2:19][CH2:20][CH2:21][N:22]3[CH2:27][CH2:26][CH2:25][CH2:24][CH2:23]3)=[O:16])=[CH:10][CH:9]=2)=[CH:4][CH:3]=1.[ClH:28]. Given the product [ClH:28].[F:1][C:2]1[CH:3]=[CH:4][C:5]([C:8]2[N:13]=[CH:12][C:11]([NH:14][C:15]([NH:17][CH2:18][CH2:19][CH2:20][CH2:21][N:22]3[CH2:23][CH2:24][CH2:25][CH2:26][CH2:27]3)=[O:16])=[CH:10][CH:9]=2)=[CH:6][CH:7]=1, predict the reactants needed to synthesize it. (2) Given the product [ClH:25].[ClH:25].[CH3:1][O:2][C:3]([C:5]1[CH:10]=[CH:9][N:8]=[C:7]([NH:11][CH:12]2[CH2:17][CH2:16][NH:15][CH2:14][CH2:13]2)[N:6]=1)=[O:4], predict the reactants needed to synthesize it. The reactants are: [CH3:1][O:2][C:3]([C:5]1[CH:10]=[CH:9][N:8]=[C:7]([NH:11][CH:12]2[CH2:17][CH2:16][N:15](C(OC(C)(C)C)=O)[CH2:14][CH2:13]2)[N:6]=1)=[O:4].[ClH:25]. (3) Given the product [C:23]([CH2:22][N:6]1[CH:7]=[C:2]([I:1])[CH:3]=[CH:4][CH:5]1[NH:8][S:9]([C:12]1[CH:17]=[CH:16][C:15]([CH3:18])=[CH:14][CH:13]=1)(=[O:11])=[O:10])(=[O:24])[NH2:25], predict the reactants needed to synthesize it. The reactants are: [I:1][C:2]1[CH:3]=[CH:4][C:5]([NH:8][S:9]([C:12]2[CH:17]=[CH:16][C:15]([CH3:18])=[CH:14][CH:13]=2)(=[O:11])=[O:10])=[N:6][CH:7]=1.[H-].[Na+].Cl[CH2:22][C:23]([NH2:25])=[O:24]. (4) The reactants are: [O:1]=[S:2]1(=[O:30])[C:8]2[CH:9]=[CH:10][CH:11]=[CH:12][C:7]=2[CH2:6][N:5]([C:13]2[CH:22]=[C:21]([NH:23][CH2:24][CH2:25][S:26]([CH3:28])=[O:27])[C:20]3[C:15](=[CH:16][CH:17]=[C:18]([CH3:29])[CH:19]=3)[N:14]=2)[CH2:4][CH2:3]1.FC(F)(F)C([NH2:35])=O. Given the product [O:30]=[S:2]1(=[O:1])[C:8]2[CH:9]=[CH:10][CH:11]=[CH:12][C:7]=2[CH2:6][N:5]([C:13]2[CH:22]=[C:21]([NH:23][CH2:24][CH2:25][S:26]([CH3:28])(=[NH:35])=[O:27])[C:20]3[C:15](=[CH:16][CH:17]=[C:18]([CH3:29])[CH:19]=3)[N:14]=2)[CH2:4][CH2:3]1, predict the reactants needed to synthesize it. (5) The reactants are: [CH3:1][O:2][C:3]1[CH:36]=[CH:35][C:6]([CH2:7][N:8]2[C:12]3[N:13]=[CH:14][C:15]4[CH2:16][N:17]([C:21]([NH:23][C:24]5[CH:25]=[C:26]([CH:32]=[CH:33][CH:34]=5)[C:27]([O:29]CC)=[O:28])=[O:22])[CH2:18][CH2:19][C:20]=4[C:11]=3[CH:10]=[N:9]2)=[CH:5][CH:4]=1.[OH-].[Na+]. Given the product [CH3:1][O:2][C:3]1[CH:4]=[CH:5][C:6]([CH2:7][N:8]2[C:12]3[N:13]=[CH:14][C:15]4[CH2:16][N:17]([C:21]([NH:23][C:24]5[CH:25]=[C:26]([CH:32]=[CH:33][CH:34]=5)[C:27]([OH:29])=[O:28])=[O:22])[CH2:18][CH2:19][C:20]=4[C:11]=3[CH:10]=[N:9]2)=[CH:35][CH:36]=1, predict the reactants needed to synthesize it.